This data is from Forward reaction prediction with 1.9M reactions from USPTO patents (1976-2016). The task is: Predict the product of the given reaction. Given the reactants CC1(C)[O:6][C@@H:5]2[C@@H:7]([CH2:20][N:21]([CH3:41])[CH:22]3[CH2:25][CH:24]([CH2:26][CH2:27][C:28]4[NH:32][C:31]5[CH:33]=[CH:34][C:35]([CH:37]6[CH2:40][O:39][CH2:38]6)=[CH:36][C:30]=5[N:29]=4)[CH2:23]3)[O:8][C@@H:9]([N:10]3[CH:18]=[N:17][C:16]4[C:11]3=[N:12][CH:13]=[N:14][C:15]=4[NH2:19])[C@@H:4]2[O:3]1.FC(F)(F)C(O)=O.C(=O)([O-])[O-].[K+].[K+], predict the reaction product. The product is: [NH2:19][C:15]1[N:14]=[CH:13][N:12]=[C:11]2[C:16]=1[N:17]=[CH:18][N:10]2[C@H:9]1[C@H:4]([OH:3])[C@H:5]([OH:6])[C@@H:7]([CH2:20][N:21]([CH3:41])[CH:22]2[CH2:25][CH:24]([CH2:26][CH2:27][C:28]3[NH:32][C:31]4[CH:33]=[CH:34][C:35]([CH:37]5[CH2:38][O:39][CH2:40]5)=[CH:36][C:30]=4[N:29]=3)[CH2:23]2)[O:8]1.